The task is: Predict the product of the given reaction.. This data is from Forward reaction prediction with 1.9M reactions from USPTO patents (1976-2016). (1) Given the reactants CS([N:5]1[C:9]([CH3:10])=[CH:8][C:7]([NH:11][C:12]2[N:13]=[C:14]([CH2:24]OS(C)(=O)=O)[C:15]3[C:20]([CH:21]=2)=[CH:19][C:18]([O:22][CH3:23])=[CH:17][CH:16]=3)=[N:6]1)(=O)=O.[NH:30]1[CH2:35][CH2:34][CH2:33][CH2:32][CH2:31]1.C([O-])([O-])=O.[K+].[K+], predict the reaction product. The product is: [CH3:23][O:22][C:18]1[CH:19]=[C:20]2[C:15](=[CH:16][CH:17]=1)[C:14]([CH2:24][N:30]1[CH2:35][CH2:34][CH2:33][CH2:32][CH2:31]1)=[N:13][C:12]([NH:11][C:7]1[CH:8]=[C:9]([CH3:10])[NH:5][N:6]=1)=[CH:21]2. (2) Given the reactants [CH2:1]([C:3]1[CH:23]=[CH:22][CH:21]=[C:20]([CH3:24])[C:4]=1[CH2:5][NH:6][C:7]1[C:12]([N+:13]([O-])=O)=[C:11]([NH:16][CH3:17])[CH:10]=[C:9]([O:18][CH3:19])[N:8]=1)[CH3:2], predict the reaction product. The product is: [CH2:1]([C:3]1[CH:23]=[CH:22][CH:21]=[C:20]([CH3:24])[C:4]=1[CH2:5][NH:6][C:7]1[C:12]([NH2:13])=[C:11]([NH:16][CH3:17])[CH:10]=[C:9]([O:18][CH3:19])[N:8]=1)[CH3:2]. (3) The product is: [Br:1][CH2:12][C:11]([C:6]1[CH:7]=[CH:8][C:9]([Cl:10])=[C:4]([Cl:3])[CH:5]=1)=[O:13]. Given the reactants [Br:1]Br.[Cl:3][C:4]1[CH:5]=[C:6]([C:11](=[O:13])[CH3:12])[CH:7]=[CH:8][C:9]=1[Cl:10], predict the reaction product. (4) Given the reactants [C:1]1([C:10]2[CH:15]=[CH:14][CH:13]=[CH:12][CH:11]=2)[C:2]([C:7]([OH:9])=O)=[CH:3][CH:4]=[CH:5][CH:6]=1.C1C=CC2N(O)N=NC=2C=1.CCN=C=NCCCN(C)C.Cl.[CH2:38]([O:40][C:41]([C@@H:43]1[CH2:47][CH2:46][C@H:45]([NH:48][C:49]2[CH:54]=[CH:53][C:52]([C:55](=[NH:58])[NH:56]O)=[CH:51][C:50]=2[CH3:59])[CH2:44]1)=[O:42])[CH3:39], predict the reaction product. The product is: [CH2:38]([O:40][C:41]([C@@H:43]1[CH2:47][CH2:46][C@H:45]([NH:48][C:49]2[CH:54]=[CH:53][C:52]([C:55]3[N:58]=[C:7]([C:2]4[CH:3]=[CH:4][CH:5]=[CH:6][C:1]=4[C:10]4[CH:15]=[CH:14][CH:13]=[CH:12][CH:11]=4)[O:9][N:56]=3)=[CH:51][C:50]=2[CH3:59])[CH2:44]1)=[O:42])[CH3:39]. (5) Given the reactants C(OC(=O)[NH:7][C:8]1[N:13]=[CH:12][C:11]([C:14]2[N:23]=[C:22]([N:24]3[CH2:29][CH2:28][O:27][CH2:26][CH2:25]3)[C:21]3[C:16](=[CH:17][C:18]([C:31]4[CH:36]=[CH:35][CH:34]=[C:33]([S:37]([CH3:40])(=[O:39])=[O:38])[CH:32]=4)=[C:19]([F:30])[CH:20]=3)[N:15]=2)=[CH:10][N:9]=1)(C)(C)C.Cl, predict the reaction product. The product is: [F:30][C:19]1[CH:20]=[C:21]2[C:16](=[CH:17][C:18]=1[C:31]1[CH:36]=[CH:35][CH:34]=[C:33]([S:37]([CH3:40])(=[O:39])=[O:38])[CH:32]=1)[N:15]=[C:14]([C:11]1[CH:12]=[N:13][C:8]([NH2:7])=[N:9][CH:10]=1)[N:23]=[C:22]2[N:24]1[CH2:29][CH2:28][O:27][CH2:26][CH2:25]1. (6) The product is: [O:1]=[C:2]1[C:10]([C:11]([OH:13])=[O:12])=[C:5]2[CH2:6][CH2:7][CH2:8][CH2:9][N:4]2[N:3]1[C:16]1[CH:17]=[CH:18][CH:19]=[CH:20][CH:21]=1. Given the reactants [O:1]=[C:2]1[C:10]([C:11]([O:13]CC)=[O:12])=[C:5]2[CH2:6][CH2:7][CH2:8][CH2:9][N:4]2[N:3]1[C:16]1[CH:21]=[CH:20][CH:19]=[CH:18][CH:17]=1.[OH-].[Na+], predict the reaction product.